This data is from Reaction yield outcomes from USPTO patents with 853,638 reactions. The task is: Predict the reaction yield, written as a fraction of the theoretical maximum amount of product (1.0 means a 100% yield; for example, 0.34 means a 34% yield). The catalyst is C1COCC1.CO.O. The reactants are [CH2:1]([C@@:5]1([CH2:39][CH3:40])[NH:11][C@@H:10]([C:12]2[CH:17]=[CH:16][CH:15]=[CH:14][CH:13]=2)[C:9]2[CH:18]=[C:19]([O:35][CH3:36])[C:20]([CH2:22][NH:23][CH:24]([CH2:30][C:31]([O:33]C)=[O:32])[CH2:25][C:26]([O:28]C)=[O:27])=[CH:21][C:8]=2[S:7](=[O:38])(=[O:37])[CH2:6]1)[CH2:2][CH2:3][CH3:4].O.[OH-].[Li+]. The yield is 0.450. The product is [CH2:1]([C@@:5]1([CH2:39][CH3:40])[NH:11][C@@H:10]([C:12]2[CH:13]=[CH:14][CH:15]=[CH:16][CH:17]=2)[C:9]2[CH:18]=[C:19]([O:35][CH3:36])[C:20]([CH2:22][NH:23][CH:24]([CH2:30][C:31]([OH:33])=[O:32])[CH2:25][C:26]([OH:28])=[O:27])=[CH:21][C:8]=2[S:7](=[O:37])(=[O:38])[CH2:6]1)[CH2:2][CH2:3][CH3:4].